This data is from Full USPTO retrosynthesis dataset with 1.9M reactions from patents (1976-2016). The task is: Predict the reactants needed to synthesize the given product. (1) Given the product [CH3:8][C:7]1[N:6]2[N:9]=[C:10]([CH2:12][CH2:13][C:14]3[N:18]([CH3:19])[N:17]=[C:16]([N:20]4[CH2:24][CH2:23][CH2:22][CH2:21]4)[N:15]=3)[N:11]=[C:5]2[CH:4]=[CH:3][CH:2]=1, predict the reactants needed to synthesize it. The reactants are: Cl[C:2]1[CH:3]=[CH:4][C:5]2[N:6]([N:9]=[C:10]([CH:12]=[CH:13][C:14]3[N:18]([CH3:19])[N:17]=[C:16]([N:20]4[CH2:24][CH2:23][CH2:22][CH2:21]4)[N:15]=3)[N:11]=2)[C:7]=1[CH3:8].C(N(CC)CC)C. (2) Given the product [CH2:1]([O:8][CH2:9][N:10]1[C:18]([C:17]([NH:16][CH3:15])=[O:19])=[C:13]([NH:14][C:22]2[CH:27]=[CH:26][C:25]([Cl:28])=[CH:24][C:23]=2[Cl:29])[N:12]=[C:11]1[CH2:30][CH3:31])[C:2]1[CH:3]=[CH:4][CH:5]=[CH:6][CH:7]=1, predict the reactants needed to synthesize it. The reactants are: [CH2:1]([O:8][CH2:9][N:10]1[C:18]2[C:17](=[O:19])[N:16](C)[C:15](=O)[N:14]([C:22]3[CH:27]=[CH:26][C:25]([Cl:28])=[CH:24][C:23]=3[Cl:29])[C:13]=2[N:12]=[C:11]1[CH2:30][CH3:31])[C:2]1[CH:7]=[CH:6][CH:5]=[CH:4][CH:3]=1.CCO.[OH-].[Na+].C([O-])(O)=O.[Na+]. (3) The reactants are: C1C(N2C(=O)COCC2)=CC=C(N2C(=O)O[C@@H](CNC(C3SC(Cl)=CC=3)=O)C2)C=1.[NH2:30][C:31]1[CH:36]=[CH:35][C:34]([N:37]2[CH2:42][CH2:41][O:40][CH2:39][C:38]2=[O:43])=[CH:33][CH:32]=1.[O:44]1[CH2:46][C@@H:45]1[CH2:47][N:48]1[C:56](=[O:57])[C:55]2[C:50](=[CH:51][CH:52]=[CH:53][CH:54]=2)[C:49]1=[O:58].C(O)C. Given the product [OH:44][C@H:45]([CH2:46][NH:30][C:31]1[CH:32]=[CH:33][C:34]([N:37]2[CH2:42][CH2:41][O:40][CH2:39][C:38]2=[O:43])=[CH:35][CH:36]=1)[CH2:47][N:48]1[C:49](=[O:58])[C:50]2[C:55](=[CH:54][CH:53]=[CH:52][CH:51]=2)[C:56]1=[O:57], predict the reactants needed to synthesize it. (4) Given the product [OH:8][C:9]1[CH:10]=[C:11]([CH:34]=[CH:35][CH:36]=1)[CH2:12][N:13]1[C:21]2[C:16](=[CH:17][CH:18]=[CH:19][CH:20]=2)[C:15]2([CH2:25][O:24][C:23]3[CH:26]=[C:27]4[C:31](=[CH:32][C:22]2=3)[CH2:30][CH2:29][O:28]4)[C:14]1=[O:33], predict the reactants needed to synthesize it. The reactants are: C([O:8][C:9]1[CH:10]=[C:11]([CH:34]=[CH:35][CH:36]=1)[CH2:12][N:13]1[C:21]2[C:16](=[CH:17][CH:18]=[CH:19][CH:20]=2)[C:15]2([CH2:25][O:24][C:23]3[CH:26]=[C:27]4[C:31](=[CH:32][C:22]2=3)[CH2:30][CH2:29][O:28]4)[C:14]1=[O:33])C1C=CC=CC=1. (5) The reactants are: [N:1]1[CH:6]=[CH:5][C:4](B(O)O)=[CH:3][C:2]=1[CH3:10].[C:11]([C:13]1([NH:16][C:17]([C@H:19]2[CH2:23][C@H:22]([S:24]([C:27]3[CH:32]=[CH:31][C:30](Br)=[CH:29][C:28]=3[C:34]([F:37])([F:36])[F:35])(=[O:26])=[O:25])[CH2:21][C@@H:20]2[O:38][CH:39]([CH3:41])[CH3:40])=[O:18])[CH2:15][CH2:14]1)#[N:12].C(C1(NC([C@H]2C[C@H](S(C3C=CC(Br)=CC=3C(F)(F)F)(=O)=O)C[C@@H]2OC)=O)CC1)#N. Given the product [C:11]([C:13]1([NH:16][C:17]([C@H:19]2[CH2:23][C@H:22]([S:24]([C:27]3[CH:32]=[CH:31][C:30]([C:4]4[CH:5]=[CH:6][N:1]=[C:2]([CH3:10])[CH:3]=4)=[CH:29][C:28]=3[C:34]([F:37])([F:35])[F:36])(=[O:26])=[O:25])[CH2:21][C@@H:20]2[O:38][CH:39]([CH3:41])[CH3:40])=[O:18])[CH2:15][CH2:14]1)#[N:12], predict the reactants needed to synthesize it. (6) Given the product [NH2:17][C@@H:12]1[C@H:11]([NH:10][C:7]2[N:8]=[N:9][C:4]([C:1]([NH2:2])=[O:3])=[C:5]([NH:25][C:26]3[CH:31]=[CH:30][C:29]([O:32][CH3:33])=[C:28]([CH:34]([CH3:36])[CH3:35])[N:27]=3)[CH:6]=2)[CH2:16][CH2:15][O:14][CH2:13]1, predict the reactants needed to synthesize it. The reactants are: [C:1]([C:4]1[N:9]=[N:8][C:7]([NH:10][C@@H:11]2[CH2:16][CH2:15][O:14][CH2:13][C@@H:12]2[NH:17]C(=O)OC(C)(C)C)=[CH:6][C:5]=1[NH:25][C:26]1[CH:31]=[CH:30][C:29]([O:32][CH3:33])=[C:28]([CH:34]([CH3:36])[CH3:35])[N:27]=1)(=[O:3])[NH2:2].FC(F)(F)C(O)=O. (7) Given the product [O:15]=[S:14]1(=[O:16])[CH2:13][CH2:12][CH2:11][N:1]1[C:2]1[CH:3]=[C:4]([CH:7]=[CH:8][CH:9]=1)[C:5]#[N:6], predict the reactants needed to synthesize it. The reactants are: [NH2:1][C:2]1[CH:3]=[C:4]([CH:7]=[CH:8][CH:9]=1)[C:5]#[N:6].Cl[CH2:11][CH2:12][CH2:13][S:14](Cl)(=[O:16])=[O:15]. (8) Given the product [CH3:27][C:28]1[C:29]([N:35]2[CH2:36][CH2:37][N:38]([C:11]([C:10]3[CH:15]=[CH:16][C:7]([N:3]4[CH2:4][CH2:5][CH2:6][S:2]4(=[O:23])=[O:1])=[CH:8][C:9]=3[N:17]3[CH2:21][CH2:20][O:19][C:18]3=[O:22])=[O:13])[CH2:39][CH2:40]2)=[N:30][CH:31]=[C:32]([CH3:34])[CH:33]=1, predict the reactants needed to synthesize it. The reactants are: [O:1]=[S:2]1(=[O:23])[CH2:6][CH2:5][CH2:4][N:3]1[C:7]1[CH:16]=[CH:15][C:10]([C:11]([O:13]C)=O)=[C:9]([N:17]2[CH2:21][CH2:20][O:19][C:18]2=[O:22])[CH:8]=1.[OH-].[Na+].Cl.[CH3:27][C:28]1[C:29]([N:35]2[CH2:40][CH2:39][NH:38][CH2:37][CH2:36]2)=[N:30][CH:31]=[C:32]([CH3:34])[CH:33]=1.O.[Cl-].COC1N=C(OC)N=C([N+]2(C)CCOCC2)N=1.